Dataset: Full USPTO retrosynthesis dataset with 1.9M reactions from patents (1976-2016). Task: Predict the reactants needed to synthesize the given product. (1) Given the product [OH:41][NH:42][C:29](=[O:31])[C:28]1[CH:27]=[CH:26][C:25]([C:19]2([C:16]3[S:17][CH:18]=[C:14]([C:11]4[CH:12]=[N:13][C:8]([N:5]5[CH2:6][CH2:7][N:2]([CH3:1])[CH2:3][CH2:4]5)=[CH:9][CH:10]=4)[N:15]=3)[CH2:20][CH2:21][O:22][CH2:23][CH2:24]2)=[CH:33][CH:32]=1, predict the reactants needed to synthesize it. The reactants are: [CH3:1][N:2]1[CH2:7][CH2:6][N:5]([C:8]2[N:13]=[CH:12][C:11]([C:14]3[N:15]=[C:16]([C:19]4([C:25]5[CH:33]=[CH:32][C:28]([C:29]([OH:31])=O)=[CH:27][CH:26]=5)[CH2:24][CH2:23][O:22][CH2:21][CH2:20]4)[S:17][CH:18]=3)=[CH:10][CH:9]=2)[CH2:4][CH2:3]1.CN(C([O:41][N:42]1N=NC2C=CC=NC1=2)=[N+](C)C)C.F[P-](F)(F)(F)(F)F.NO[Si](C(C)(C)C)(C)C. (2) Given the product [F:32][C:27]1[CH:28]=[CH:29][CH:30]=[CH:31][C:26]=1[N:21]1[C:22]2[C:18](=[C:17]([N:14]3[CH2:13][CH:11]4[CH:10]([CH2:9][NH:8][CH2:12]4)[C:15]3=[O:16])[CH:25]=[CH:24][CH:23]=2)[CH:19]=[N:20]1, predict the reactants needed to synthesize it. The reactants are: C([N:8]1[CH2:12][C@@H:11]2[CH2:13][N:14]([C:17]3[CH:25]=[CH:24][CH:23]=[C:22]4[C:18]=3[CH:19]=[N:20][N:21]4[C:26]3[CH:31]=[CH:30][CH:29]=[CH:28][C:27]=3[F:32])[C:15](=[O:16])[C@H:10]2[CH2:9]1)C1C=CC=CC=1. (3) Given the product [CH3:56][N:51]1[C:52]2[C@@:47]([CH3:58])([C@H:46]3[CH2:45][CH2:44][C@@:43]4([CH3:59])[C@@H:42]([CH2:41][CH:40]=[C:39]4[C:35]4[N:34]([C:32]([O:31][C:27]([CH3:30])([CH3:29])[CH3:28])=[O:33])[CH:38]=[CH:37][CH:36]=4)[C@@H:55]3[CH2:54][CH:53]=2)[CH2:48][CH2:49][C:50]1=[O:57], predict the reactants needed to synthesize it. The reactants are: COC1N=CC(B(O)O)=CC=1.C(OC(OB(C1NC=CC=1)O)=O)(C)(C)C.[C:27]([O:31][C:32]([N:34]1[CH:38]=[CH:37][CH:36]=[C:35]1[C:39]1[C:43]2([CH3:59])[CH2:44][CH2:45][CH:46]3[CH:55]([CH:42]2[CH2:41][CH:40]=1)[CH2:54][CH:53]=[C:52]1[C:47]3([CH3:58])[CH2:48][CH2:49][C:50](=[O:57])[N:51]1[CH3:56])=[O:33])([CH3:30])([CH3:29])[CH3:28].